This data is from Human liver microsome stability data. The task is: Regression/Classification. Given a drug SMILES string, predict its absorption, distribution, metabolism, or excretion properties. Task type varies by dataset: regression for continuous measurements (e.g., permeability, clearance, half-life) or binary classification for categorical outcomes (e.g., BBB penetration, CYP inhibition). Dataset: hlm. The molecule is COCCOc1cc2ncnc(N3CCN(C(=O)Nc4ccc(Oc5ccccc5)cc4)CC3)c2cc1OC. The result is 0 (unstable in human liver microsomes).